From a dataset of Full USPTO retrosynthesis dataset with 1.9M reactions from patents (1976-2016). Predict the reactants needed to synthesize the given product. Given the product [Br:1][C:2]1[N:7]=[CH:6][C:5]([CH2:8][CH2:9][C:10]([O:12][CH3:13])=[O:11])=[CH:4][CH:3]=1, predict the reactants needed to synthesize it. The reactants are: [Br:1][C:2]1[N:7]=[CH:6][C:5](/[CH:8]=[CH:9]/[C:10]([O:12][CH3:13])=[O:11])=[CH:4][CH:3]=1.[BH4-].[Na+].